Dataset: Forward reaction prediction with 1.9M reactions from USPTO patents (1976-2016). Task: Predict the product of the given reaction. Given the reactants [Cl:1][C:2]1[CH:3]=[C:4]([CH:8]=[CH:9][N:10]=1)[C:5]([OH:7])=O.[CH2:11]([C:15]1[CH:20]=[C:19]([CH3:21])[N:18]=[C:17]([O:22][CH3:23])[C:16]=1[CH2:24][NH2:25])[CH2:12][CH:13]=[CH2:14].C1C=NC2N(O)N=NC=2C=1.C(Cl)CCl.CN1CCOCC1, predict the reaction product. The product is: [CH2:11]([C:15]1[CH:20]=[C:19]([CH3:21])[N:18]=[C:17]([O:22][CH3:23])[C:16]=1[CH2:24][NH:25][C:5](=[O:7])[C:4]1[CH:8]=[CH:9][N:10]=[C:2]([Cl:1])[CH:3]=1)[CH2:12][CH:13]=[CH2:14].